The task is: Predict the reaction yield, written as a fraction of the theoretical maximum amount of product (1.0 means a 100% yield; for example, 0.34 means a 34% yield).. This data is from Reaction yield outcomes from USPTO patents with 853,638 reactions. (1) The reactants are [C:1]([C:4]1[CH:5]=[C:6]([C:21]([NH:23][CH2:24][CH2:25][N:26]([CH3:28])[CH3:27])=[O:22])[CH:7]=[C:8]2[C:13]=1[O:12][C:11]([N:14]1[CH2:19][CH2:18][O:17][CH2:16][CH2:15]1)=[CH:10][C:9]2=[O:20])(=O)[CH3:2].[F:29][C:30]1[CH:36]=[CH:35][C:33]([NH2:34])=[CH:32][CH:31]=1.C(N(CC)CC)C.C(=O)([O-])[O-].[Na+].[Na+].C(O)(=O)C.[B-]C#N.[Na+]. The catalyst is C(Cl)Cl.CO.[Ti](Cl)(Cl)(Cl)Cl. The product is [CH3:28][N:26]([CH3:27])[CH2:25][CH2:24][NH:23][C:21]([C:6]1[CH:7]=[C:8]2[C:13](=[C:4]([CH:1]([NH:34][C:33]3[CH:35]=[CH:36][C:30]([F:29])=[CH:31][CH:32]=3)[CH3:2])[CH:5]=1)[O:12][C:11]([N:14]1[CH2:15][CH2:16][O:17][CH2:18][CH2:19]1)=[CH:10][C:9]2=[O:20])=[O:22]. The yield is 0.586. (2) The reactants are [NH:1]1[CH2:6][CH2:5][O:4][CH2:3][CH2:2]1.[CH2:7]=O.[NH2:9][C:10]1[C:15]2=[C:16]([C:20]3[CH:25]=[CH:24][C:23]([NH:26][C:27]([NH:29][C:30]4[CH:35]=[C:34]([C:36]([F:39])([F:38])[F:37])[CH:33]=[CH:32][C:31]=4[F:40])=[O:28])=[CH:22][CH:21]=3)[C:17]([CH3:19])=[CH:18][N:14]2[N:13]=[CH:12][N:11]=1. The catalyst is C(O)(=O)C. The product is [NH2:9][C:10]1[C:15]2=[C:16]([C:20]3[CH:21]=[CH:22][C:23]([NH:26][C:27]([NH:29][C:30]4[CH:35]=[C:34]([C:36]([F:37])([F:38])[F:39])[CH:33]=[CH:32][C:31]=4[F:40])=[O:28])=[CH:24][CH:25]=3)[C:17]([CH3:19])=[C:18]([CH2:7][N:1]3[CH2:6][CH2:5][O:4][CH2:3][CH2:2]3)[N:14]2[N:13]=[CH:12][N:11]=1. The yield is 0.171.